Dataset: Peptide-MHC class I binding affinity with 185,985 pairs from IEDB/IMGT. Task: Regression. Given a peptide amino acid sequence and an MHC pseudo amino acid sequence, predict their binding affinity value. This is MHC class I binding data. The peptide sequence is IQTHCEVGY. The MHC is HLA-A69:01 with pseudo-sequence HLA-A69:01. The binding affinity (normalized) is 0.0847.